Dataset: Forward reaction prediction with 1.9M reactions from USPTO patents (1976-2016). Task: Predict the product of the given reaction. (1) The product is: [C:24]1([CH:17]([C:18]2[CH:19]=[CH:20][CH:21]=[CH:22][CH:23]=2)[C:14]2[S:13][C:12]([C:10]([NH:9][C@@H:5]([CH2:4][CH2:3][CH2:2][NH:1][C:41](=[NH:51])[C:42]3[CH:47]=[CH:46][CH:45]=[CH:44][CH:43]=3)[C:6]([OH:8])=[O:7])=[O:11])=[CH:16][CH:15]=2)[CH:29]=[CH:28][CH:27]=[CH:26][CH:25]=1.[C:30]([OH:36])([C:32]([F:35])([F:34])[F:33])=[O:31]. Given the reactants [NH2:1][CH2:2][CH2:3][CH2:4][C@H:5]([NH:9][C:10]([C:12]1[S:13][C:14]([CH:17]([C:24]2[CH:29]=[CH:28][CH:27]=[CH:26][CH:25]=2)[C:18]2[CH:23]=[CH:22][CH:21]=[CH:20][CH:19]=2)=[CH:15][CH:16]=1)=[O:11])[C:6]([OH:8])=[O:7].[C:30]([OH:36])([C:32]([F:35])([F:34])[F:33])=[O:31].C(O)C.Cl.[C:41](=[NH:51])(OCC)[C:42]1[CH:47]=[CH:46][CH:45]=[CH:44][CH:43]=1, predict the reaction product. (2) Given the reactants [CH3:1][C:2]([CH3:9])([CH:6]([CH3:8])[CH3:7])[CH2:3][CH2:4][OH:5].CC(OI1(OC(C)=O)(OC(C)=O)OC(=O)C2C=CC=CC1=2)=O.[O-]S([O-])=O.[Na+].[Na+], predict the reaction product. The product is: [CH3:1][C:2]([CH3:9])([CH:6]([CH3:8])[CH3:7])[CH2:3][CH:4]=[O:5]. (3) Given the reactants Br[C:2]1[CH:7]=[CH:6][C:5]([OH:8])=[C:4]([C:9]([F:12])([F:11])[F:10])[CH:3]=1.[CH:13]([C:15]1[CH:16]=[C:17](B(O)O)[CH:18]=[CH:19][CH:20]=1)=[O:14].C(=O)([O-])[O-].[Na+].[Na+], predict the reaction product. The product is: [OH:8][C:5]1[CH:6]=[CH:7][C:2]([C:19]2[CH:18]=[CH:17][CH:16]=[C:15]([CH:13]=[O:14])[CH:20]=2)=[CH:3][C:4]=1[C:9]([F:12])([F:11])[F:10]. (4) Given the reactants C([SiH](CC)CC)C.[N+:8]([C:11]1[CH:19]=[CH:18][CH:17]=[C:16]2[C:12]=1[C:13]([C:20](=O)[C:21]([O:23][CH3:24])=[O:22])=[CH:14][NH:15]2)([O-:10])=[O:9], predict the reaction product. The product is: [N+:8]([C:11]1[CH:19]=[CH:18][CH:17]=[C:16]2[C:12]=1[CH:13]([CH2:20][C:21]([O:23][CH3:24])=[O:22])[CH2:14][NH:15]2)([O-:10])=[O:9]. (5) Given the reactants C1(S([CH:10]2[CH2:16][C:15]3([C:25]4[CH:30]=[CH:29][CH:28]=[CH:27][CH:26]=4)[N:17]([CH2:18][C:19]4[CH:24]=[CH:23][CH:22]=[CH:21][CH:20]=4)[CH:11]2[CH2:12][CH2:13][CH:14]3[NH:31]OC)(=O)=O)C=CC=CC=1.[Na], predict the reaction product. The product is: [CH2:18]([N:17]1[CH:11]2[CH2:10][CH2:16][C:15]1([C:25]1[CH:30]=[CH:29][CH:28]=[CH:27][CH:26]=1)[CH:14]([NH2:31])[CH2:13][CH2:12]2)[C:19]1[CH:20]=[CH:21][CH:22]=[CH:23][CH:24]=1. (6) Given the reactants Cl.[NH2:2][C:3]1([CH3:13])[C:8](=[O:9])[N:7]([CH3:10])[C:6](=[O:11])[NH:5][C:4]1=[O:12].[F:14][C:15]1[C:16]([F:28])=[C:17]([F:27])[C:18]([F:26])=[C:19]2C(=O)O[C:21](=[O:22])[C:20]=12.CCN(CC)CC.CS(C)=O, predict the reaction product. The product is: [CH3:10][N:7]1[C:8](=[O:9])[C:3]([NH:2][C:21](=[O:22])[C:20]2[CH:19]=[C:18]([F:26])[C:17]([F:27])=[C:16]([F:28])[C:15]=2[F:14])([CH3:13])[C:4](=[O:12])[NH:5][C:6]1=[O:11]. (7) Given the reactants C[Si]([C:5]#[C:6][C:7]1([OH:13])[CH2:12][CH2:11][O:10][CH2:9][CH2:8]1)(C)C.[F-].C([N+](CCCC)(CCCC)CCCC)CCC, predict the reaction product. The product is: [C:6]([C:7]1([OH:13])[CH2:12][CH2:11][O:10][CH2:9][CH2:8]1)#[CH:5].